This data is from Full USPTO retrosynthesis dataset with 1.9M reactions from patents (1976-2016). The task is: Predict the reactants needed to synthesize the given product. (1) Given the product [N:24]1([CH2:29][CH2:30][CH2:31][C:32]([O:23][C@@:9]2([C:14]#[C:15][C:16]3[CH:17]=[C:18]([CH3:22])[CH:19]=[CH:20][CH:21]=3)[CH2:10][CH2:11][CH2:12][C@@H:13]3[C@H:8]2[CH2:7][CH2:6][N:5]3[C:3]([O:2][CH3:1])=[O:4])=[O:33])[CH2:28][CH2:27][CH2:26][CH2:25]1, predict the reactants needed to synthesize it. The reactants are: [CH3:1][O:2][C:3]([N:5]1[C@@H:13]2[C@@H:8]([C@@:9]([OH:23])([C:14]#[C:15][C:16]3[CH:17]=[C:18]([CH3:22])[CH:19]=[CH:20][CH:21]=3)[CH2:10][CH2:11][CH2:12]2)[CH2:7][CH2:6]1)=[O:4].[N:24]1([CH2:29][CH2:30][CH2:31][C:32](O)=[O:33])[CH2:28][CH2:27][CH2:26][CH2:25]1. (2) Given the product [Na:1].[O:35]1[CH2:31][CH:32]([CH2:36][O:10][C:11]2[CH:16]=[CH:15][N:14]=[C:13]([CH2:17][S:18]([C:20]3[NH:21][C:22]4[CH:28]=[CH:27][CH:26]=[CH:25][C:23]=4[N:24]=3)=[O:19])[C:12]=2[CH3:29])[O:33][CH2:34]1, predict the reactants needed to synthesize it. The reactants are: [Na:1].CC1(C)COC(C[O:10][C:11]2[CH:16]=[CH:15][N:14]=[C:13]([CH2:17][S:18]([C:20]3[NH:24][C:23]4[CH:25]=[CH:26][CH:27]=[CH:28][C:22]=4[N:21]=3)=[O:19])[C:12]=2[CH3:29])OC1.[CH2:31]1[O:35][CH2:34][O:33][CH:32]1[CH2:36]O.